From a dataset of Full USPTO retrosynthesis dataset with 1.9M reactions from patents (1976-2016). Predict the reactants needed to synthesize the given product. (1) Given the product [CH3:17][O:5][C:4](=[O:6])[C:3]1[CH:7]=[C:8]([NH2:11])[CH:9]=[CH:10][C:2]=1[Cl:1], predict the reactants needed to synthesize it. The reactants are: [Cl:1][C:2]1[CH:10]=[CH:9][C:8]([NH2:11])=[CH:7][C:3]=1[C:4]([OH:6])=[O:5].S(=O)(=O)(O)O.[CH3:17]O. (2) Given the product [C:1]([O:5][C:6](=[O:7])[NH:8][C@H:9]([C:10](=[O:12])[N:30]([O:39][CH3:40])[CH3:34])[CH:13]([CH3:15])[CH3:14])([CH3:2])([CH3:3])[CH3:4], predict the reactants needed to synthesize it. The reactants are: [C:1]([O:5][C:6]([NH:8][C@@H:9]([CH:13]([CH3:15])[CH3:14])[C:10]([OH:12])=O)=[O:7])([CH3:4])([CH3:3])[CH3:2].C(N(CC)CC)C.F[P-](F)(F)(F)(F)F.[N:30]1([O:39][C:40](N(C)C)=[N+](C)C)[C:34]2N=CC=CC=2N=N1.Cl.CNOC. (3) Given the product [OH:20][CH2:19][CH2:18][N:5]1[CH2:6][CH2:7][C@@H:8]([NH:9][C:10](=[O:16])[O:11][C:12]([CH3:13])([CH3:15])[CH3:14])[C@H:3]([O:2][CH3:1])[CH2:4]1, predict the reactants needed to synthesize it. The reactants are: [CH3:1][O:2][C@H:3]1[C@H:8]([NH:9][C:10](=[O:16])[O:11][C:12]([CH3:15])([CH3:14])[CH3:13])[CH2:7][CH2:6][NH:5][CH2:4]1.Br[CH2:18][CH2:19][OH:20].C(N(C(C)C)C(C)C)C.